From a dataset of NCI-60 drug combinations with 297,098 pairs across 59 cell lines. Regression. Given two drug SMILES strings and cell line genomic features, predict the synergy score measuring deviation from expected non-interaction effect. Synergy scores: CSS=-5.05, Synergy_ZIP=2.42, Synergy_Bliss=1.74, Synergy_Loewe=-5.22, Synergy_HSA=-4.40. Drug 2: COC1=C2C(=CC3=C1OC=C3)C=CC(=O)O2. Drug 1: CC1=C(C=C(C=C1)NC(=O)C2=CC=C(C=C2)CN3CCN(CC3)C)NC4=NC=CC(=N4)C5=CN=CC=C5. Cell line: MOLT-4.